Dataset: Reaction yield outcomes from USPTO patents with 853,638 reactions. Task: Predict the reaction yield, written as a fraction of the theoretical maximum amount of product (1.0 means a 100% yield; for example, 0.34 means a 34% yield). (1) The reactants are [C:1]([O:5][C:6]([NH:8][C@@H:9]1[CH2:14][C@@H:13]([S:15][C:16](=[O:23])[C:17]2[CH:22]=[CH:21][CH:20]=[CH:19][CH:18]=2)[C@H:12]([OH:24])[CH2:11][CH2:10]1)=[O:7])([CH3:4])([CH3:3])[CH3:2].CC(OI1(OC(C)=O)(OC(C)=O)OC(=O)C2C1=CC=CC=2)=O. The catalyst is C1(C)C=CC=CC=1.C(OCC)(=O)C. The product is [C:1]([O:5][C:6]([NH:8][CH:9]1[CH2:14][CH:13]([S:15][C:16](=[O:23])[C:17]2[CH:18]=[CH:19][CH:20]=[CH:21][CH:22]=2)[C:12](=[O:24])[CH2:11][CH2:10]1)=[O:7])([CH3:4])([CH3:2])[CH3:3]. The yield is 0.830. (2) The reactants are [Br:1][C:2]1[CH:16]=[CH:15][C:5]([O:6][CH2:7][CH2:8][CH2:9][CH2:10][CH2:11][C:12]([O-:14])=[O:13])=[C:4]([CH2:17][NH:18][CH:19]([CH3:21])[CH3:20])[CH:3]=1.[O:22]1[CH:26]=[CH:25][CH:24]=[C:23]1[C:27]1[CH:35]=[CH:34][C:30]([C:31]([OH:33])=O)=[CH:29][CH:28]=1.[CH3:36][CH2:37]N=C=NCCCN(C)C.Cl.C1C=CC2N(O)N=NC=2C=1.C(N(CC)CC)C. The catalyst is CN(C=O)C.O. The product is [Br:1][C:2]1[CH:16]=[CH:15][C:5]([O:6][CH2:7][CH2:8][CH2:9][CH2:10][CH2:11][C:12]([O:14][CH2:36][CH3:37])=[O:13])=[C:4]([CH2:17][N:18]([CH:19]([CH3:21])[CH3:20])[C:31](=[O:33])[C:30]2[CH:29]=[CH:28][C:27]([C:23]3[O:22][CH:26]=[CH:25][CH:24]=3)=[CH:35][CH:34]=2)[CH:3]=1. The yield is 0.947. (3) The yield is 0.930. The reactants are [CH:1]([O:4][C:5]1[CH:10]=[CH:9][C:8]([NH:11][C:12]([N:14]2[CH2:19][CH2:18][CH:17]([C:20]3[C:29]4[C:24](=[CH:25][CH:26]=[C:27]([C:30]#[C:31][CH2:32][OH:33])[CH:28]=4)[N:23]=[CH:22][N:21]=3)[CH2:16][CH2:15]2)=[O:13])=[CH:7][CH:6]=1)([CH3:3])[CH3:2].CCN(C(C)C)C(C)C.[CH3:43][S:44](Cl)(=[O:46])=[O:45]. The catalyst is C(Cl)Cl. The product is [CH:1]([O:4][C:5]1[CH:10]=[CH:9][C:8]([NH:11][C:12]([N:14]2[CH2:15][CH2:16][CH:17]([C:20]3[C:29]4[C:24](=[CH:25][CH:26]=[C:27]([C:30]#[C:31][CH2:32][O:33][S:44]([CH3:43])(=[O:46])=[O:45])[CH:28]=4)[N:23]=[CH:22][N:21]=3)[CH2:18][CH2:19]2)=[O:13])=[CH:7][CH:6]=1)([CH3:3])[CH3:2]. (4) The reactants are [CH3:1][C:2]1[CH:7]=[CH:6][CH:5]=[CH:4][C:3]=1[NH:8][C:9](=O)[CH2:10][O:11][C:12]1[CH:17]=[CH:16][C:15]([O:18][C:19]2[C:28]3[C:23](=[CH:24][C:25]([O:31][CH3:32])=[C:26]([O:29][CH3:30])[CH:27]=3)[N:22]=[CH:21][CH:20]=2)=[CH:14][CH:13]=1.Cl.[OH-].[Na+]. The catalyst is O1CCCC1. The product is [CH3:30][O:29][C:26]1[CH:27]=[C:28]2[C:23](=[CH:24][C:25]=1[O:31][CH3:32])[N:22]=[CH:21][CH:20]=[C:19]2[O:18][C:15]1[CH:16]=[CH:17][C:12]([O:11][CH2:10][CH2:9][NH:8][C:3]2[CH:4]=[CH:5][CH:6]=[CH:7][C:2]=2[CH3:1])=[CH:13][CH:14]=1. The yield is 0.460. (5) The reactants are Cl.[Cl:2][C:3]1[C:12]2[C:7](=[CH:8][C:9]([F:14])=[C:10]([I:13])[CH:11]=2)[N:6]=[CH:5][N:4]=1.O1CCOCC1.Cl.[CH2:22]([O:29][C:30]1[CH:36]=[CH:35][C:33]([NH2:34])=[CH:32][CH:31]=1)[C:23]1[CH:28]=[CH:27][CH:26]=[CH:25][CH:24]=1. The catalyst is ClCCl. The product is [ClH:2].[CH2:22]([O:29][C:30]1[CH:31]=[CH:32][C:33]([NH:34][C:3]2[C:12]3[C:7](=[CH:8][C:9]([F:14])=[C:10]([I:13])[CH:11]=3)[N:6]=[CH:5][N:4]=2)=[CH:35][CH:36]=1)[C:23]1[CH:24]=[CH:25][CH:26]=[CH:27][CH:28]=1. The yield is 0.790. (6) The reactants are Br[C:2]1[CH:7]=[CH:6][C:5]([C:8]2[NH:12][C:11]([CH:13]3[C@@H:18]4[CH2:19][C@@H:15]([CH2:16][CH2:17]4)[N:14]3[C:20](=[O:31])[C@@H:21]([NH:26][C:27](=[O:30])[O:28][CH3:29])[C@H:22]([O:24][CH3:25])[CH3:23])=[N:10][CH:9]=2)=[C:4]([F:32])[CH:3]=1.[CH3:33][CH:34]([CH3:70])[C@H:35]([NH:65][C:66](=[O:69])[O:67][CH3:68])[C:36](=[O:64])[N:37]1[CH2:41][CH2:40][CH2:39][C@H:38]1[C:42]1[NH:46][C:45]2[C:47]3[C:52]([CH:53]=[CH:54][C:44]=2[N:43]=1)=[CH:51][C:50](B1OC(C)(C)C(C)(C)O1)=[CH:49][CH:48]=3.C([O-])([O-])=O.[K+].[K+]. The catalyst is COCCOC.C1C=CC([P]([Pd]([P](C2C=CC=CC=2)(C2C=CC=CC=2)C2C=CC=CC=2)([P](C2C=CC=CC=2)(C2C=CC=CC=2)C2C=CC=CC=2)[P](C2C=CC=CC=2)(C2C=CC=CC=2)C2C=CC=CC=2)(C2C=CC=CC=2)C2C=CC=CC=2)=CC=1. The product is [CH3:68][O:67][C:66]([NH:65][C@@H:35]([CH:34]([CH3:70])[CH3:33])[C:36]([N:37]1[CH2:41][CH2:40][CH2:39][C@H:38]1[C:42]1[NH:46][C:45]2[C:47]3[C:52]([CH:53]=[CH:54][C:44]=2[N:43]=1)=[CH:51][C:50]([C:2]1[CH:7]=[CH:6][C:5]([C:8]2[NH:12][C:11]([CH:13]4[C@@H:18]5[CH2:19][C@@H:15]([CH2:16][CH2:17]5)[N:14]4[C:20](=[O:31])[C@@H:21]([NH:26][C:27](=[O:30])[O:28][CH3:29])[C@H:22]([O:24][CH3:25])[CH3:23])=[N:10][CH:9]=2)=[C:4]([F:32])[CH:3]=1)=[CH:49][CH:48]=3)=[O:64])=[O:69]. The yield is 0.480. (7) The reactants are S(Cl)(Cl)=O.Cl.[CH3:6][N:7]1[CH2:12][CH2:11][CH:10]([C:13]([OH:15])=[O:14])[CH2:9][CH2:8]1.[CH2:16](O)[CH3:17]. No catalyst specified. The product is [CH2:16]([O:14][C:13]([CH:10]1[CH2:11][CH2:12][N:7]([CH3:6])[CH2:8][CH2:9]1)=[O:15])[CH3:17]. The yield is 1.00.